From a dataset of Peptide-MHC class I binding affinity with 185,985 pairs from IEDB/IMGT. Regression. Given a peptide amino acid sequence and an MHC pseudo amino acid sequence, predict their binding affinity value. This is MHC class I binding data. (1) The peptide sequence is TTEANAGQF. The MHC is HLA-A03:01 with pseudo-sequence HLA-A03:01. The binding affinity (normalized) is 0.0847. (2) The peptide sequence is SNSKEIPSFR. The MHC is HLA-A68:01 with pseudo-sequence HLA-A68:01. The binding affinity (normalized) is 0.468. (3) The peptide sequence is ISDSNPYLTQW. The MHC is Patr-A0101 with pseudo-sequence Patr-A0101. The binding affinity (normalized) is 0. (4) The peptide sequence is RLSILSKDK. The MHC is HLA-A03:01 with pseudo-sequence HLA-A03:01. The binding affinity (normalized) is 0.407. (5) The peptide sequence is SMHYKLDEV. The MHC is HLA-B15:17 with pseudo-sequence HLA-B15:17. The binding affinity (normalized) is 0.0847. (6) The peptide sequence is TTLPVNVAF. The MHC is HLA-B07:02 with pseudo-sequence HLA-B07:02. The binding affinity (normalized) is 0.200. (7) The peptide sequence is GLIQYPTAW. The MHC is HLA-A24:02 with pseudo-sequence HLA-A24:02. The binding affinity (normalized) is 0.123. (8) The peptide sequence is LRWASGVSE. The binding affinity (normalized) is 0.0847. The MHC is HLA-B57:01 with pseudo-sequence HLA-B57:01.